From a dataset of NCI-60 drug combinations with 297,098 pairs across 59 cell lines. Regression. Given two drug SMILES strings and cell line genomic features, predict the synergy score measuring deviation from expected non-interaction effect. (1) Drug 1: CN1C(=O)N2C=NC(=C2N=N1)C(=O)N. Drug 2: CC1C(C(CC(O1)OC2CC(CC3=C2C(=C4C(=C3O)C(=O)C5=CC=CC=C5C4=O)O)(C(=O)C)O)N)O. Cell line: MOLT-4. Synergy scores: CSS=41.6, Synergy_ZIP=-2.01, Synergy_Bliss=-4.01, Synergy_Loewe=-20.2, Synergy_HSA=-4.54. (2) Drug 1: COC1=CC(=CC(=C1O)OC)C2C3C(COC3=O)C(C4=CC5=C(C=C24)OCO5)OC6C(C(C7C(O6)COC(O7)C8=CC=CS8)O)O. Drug 2: CC1=C2C(C(=O)C3(C(CC4C(C3C(C(C2(C)C)(CC1OC(=O)C(C(C5=CC=CC=C5)NC(=O)OC(C)(C)C)O)O)OC(=O)C6=CC=CC=C6)(CO4)OC(=O)C)O)C)O. Cell line: MCF7. Synergy scores: CSS=41.4, Synergy_ZIP=-8.76, Synergy_Bliss=-5.57, Synergy_Loewe=-2.24, Synergy_HSA=0.920. (3) Drug 1: CC1=CC2C(CCC3(C2CCC3(C(=O)C)OC(=O)C)C)C4(C1=CC(=O)CC4)C. Drug 2: CC1=CC=C(C=C1)C2=CC(=NN2C3=CC=C(C=C3)S(=O)(=O)N)C(F)(F)F. Cell line: MALME-3M. Synergy scores: CSS=-7.76, Synergy_ZIP=3.83, Synergy_Bliss=0.0282, Synergy_Loewe=-3.36, Synergy_HSA=-4.93.